This data is from Catalyst prediction with 721,799 reactions and 888 catalyst types from USPTO. The task is: Predict which catalyst facilitates the given reaction. (1) Reactant: [Br:1][C:2]1[C:7](=[O:8])[N:6]2[CH:9]=[CH:10][CH:11]=[CH:12][C:5]2=[N:4][C:3]=1[CH3:13].[CH3:14][N:15]([CH3:29])[CH2:16][CH2:17][O:18][C:19]1[C:26]([O:27][CH3:28])=[CH:25][CH:24]=[CH:23][C:20]=1[CH:21]=O.[O-]CC.[Na+]. Product: [Br:1][C:2]1[C:7](=[O:8])[N:6]2[CH:9]=[CH:10][CH:11]=[CH:12][C:5]2=[N:4][C:3]=1/[CH:13]=[CH:21]/[C:20]1[CH:23]=[CH:24][CH:25]=[C:26]([O:27][CH3:28])[C:19]=1[O:18][CH2:17][CH2:16][N:15]([CH3:29])[CH3:14]. The catalyst class is: 8. (2) Reactant: [I:1][C:2]1[CH:7]=[CH:6][C:5]2[C:8]3[CH2:13][CH2:12][NH:11][C:10]([CH2:15]N4C(=O)C5C(=CC=CC=5)C4=O)([CH3:14])[C:9]=3[O:27][C:4]=2[CH:3]=1.[CH2:28](O)C.[OH2:31].NN.[N:34]1[CH:39]=[CH:38][CH:37]=CC=1. Product: [I:1][C:2]1[CH:7]=[CH:6][C:5]2[C:8]3[CH2:13][CH2:12][NH:11][C:10]([CH2:15][C:38]([CH3:28])([CH3:37])[C:39]([NH2:34])=[O:31])([CH3:14])[C:9]=3[O:27][C:4]=2[CH:3]=1. The catalyst class is: 34. (3) Reactant: [C:9](O[C:9]([O:11][C:12]([CH3:15])([CH3:14])[CH3:13])=[O:10])([O:11][C:12]([CH3:15])([CH3:14])[CH3:13])=[O:10].[I:16][C:17]1[CH:18]=[C:19]([S:24]([NH2:27])(=[O:26])=[O:25])[CH:20]=[C:21]([I:23])[CH:22]=1.N1C=CC=CC=1.C(N(CC)CC)C. Product: [C:12]([O:11][C:9](=[O:10])[NH:27][S:24]([C:19]1[CH:18]=[C:17]([I:16])[CH:22]=[C:21]([I:23])[CH:20]=1)(=[O:25])=[O:26])([CH3:13])([CH3:14])[CH3:15]. The catalyst class is: 4. (4) Reactant: [Cl:1][C:2]1[CH:3]=[C:4]([CH:8]=[C:9]([Cl:11])[N:10]=1)[C:5]([OH:7])=[O:6].CN(C1C=CC=CN=1)C.C(OC(O[C:24]([CH3:27])([CH3:26])[CH3:25])=O)(O[C:24]([CH3:27])([CH3:26])[CH3:25])=O. Product: [Cl:1][C:2]1[CH:3]=[C:4]([CH:8]=[C:9]([Cl:11])[N:10]=1)[C:5]([O:7][C:24]([CH3:27])([CH3:26])[CH3:25])=[O:6]. The catalyst class is: 1. (5) Reactant: [NH:1]1[CH2:4][CH:3]([C:5]2[N:16]([C@H:17]3[CH2:22][CH2:21][C@H:20]([CH2:23][C:24]#[N:25])[CH2:19][CH2:18]3)[C:8]3=[C:9]4[S:15][CH:14]=[CH:13][C:10]4=[N:11][CH:12]=[C:7]3[N:6]=2)[CH2:2]1.O1CCC[CH2:27]1.C=O.C(O[BH-](OC(=O)C)OC(=O)C)(=O)C.[Na+]. Product: [CH3:27][N:1]1[CH2:4][CH:3]([C:5]2[N:16]([C@H:17]3[CH2:18][CH2:19][C@H:20]([CH2:23][C:24]#[N:25])[CH2:21][CH2:22]3)[C:8]3=[C:9]4[S:15][CH:14]=[CH:13][C:10]4=[N:11][CH:12]=[C:7]3[N:6]=2)[CH2:2]1. The catalyst class is: 449.